From a dataset of Reaction yield outcomes from USPTO patents with 853,638 reactions. Predict the reaction yield, written as a fraction of the theoretical maximum amount of product (1.0 means a 100% yield; for example, 0.34 means a 34% yield). (1) The reactants are [CH:1]([C@H:4]1[NH:9][CH2:8][CH2:7][N:6]2[C:10]3[CH:16]=[C:15]([S:17]([CH3:20])(=[O:19])=[O:18])[C:14]([C:21]([O:23][CH3:24])=[O:22])=[CH:13][C:11]=3[N:12]=[C:5]12)([CH3:3])[CH3:2].Cl[C:26]1[N:31]=[C:30]([CH:32]2[CH2:34][CH2:33]2)[C:29]([C:35]([O:37][CH3:38])=[O:36])=[CH:28][N:27]=1.CCN(C(C)C)C(C)C. The catalyst is C(Cl)Cl.CC(O)C. The product is [CH:32]1([C:30]2[C:29]([C:35]([O:37][CH3:38])=[O:36])=[CH:28][N:27]=[C:26]([N:9]3[CH2:8][CH2:7][N:6]4[C:10]5[CH:16]=[C:15]([S:17]([CH3:20])(=[O:19])=[O:18])[C:14]([C:21]([O:23][CH3:24])=[O:22])=[CH:13][C:11]=5[N:12]=[C:5]4[C@H:4]3[CH:1]([CH3:3])[CH3:2])[N:31]=2)[CH2:33][CH2:34]1. The yield is 0.430. (2) The reactants are Br[C:2]1[CH:3]=[N:4][C:5]([N:8]2[CH2:12][CH2:11][CH2:10][C@H:9]2[C:13]([F:16])([F:15])[F:14])=[N:6][CH:7]=1.[B:17]1([B:17]2[O:21][C:20]([CH3:23])([CH3:22])[C:19]([CH3:25])([CH3:24])[O:18]2)[O:21][C:20]([CH3:23])([CH3:22])[C:19]([CH3:25])([CH3:24])[O:18]1.C([O-])(=O)C.[K+]. The catalyst is Cl[Pd](Cl)([P](C1C=CC=CC=1)(C1C=CC=CC=1)C1C=CC=CC=1)[P](C1C=CC=CC=1)(C1C=CC=CC=1)C1C=CC=CC=1. The product is [CH3:24][C:19]1([CH3:25])[C:20]([CH3:23])([CH3:22])[O:21][B:17]([C:2]2[CH:3]=[N:4][C:5]([N:8]3[CH2:12][CH2:11][CH2:10][C@H:9]3[C:13]([F:16])([F:15])[F:14])=[N:6][CH:7]=2)[O:18]1. The yield is 0.790. (3) The reactants are C(Cl)(=O)C(Cl)=O.CS(C)=O.[CH2:11]([O:18][C:19](=[O:26])[C:20]([CH3:25])([CH3:24])[CH2:21][CH2:22][OH:23])[C:12]1[CH:17]=[CH:16][CH:15]=[CH:14][CH:13]=1.C(N(CC)CC)C. The catalyst is ClCCl.O. The product is [CH2:11]([O:18][C:19](=[O:26])[C:20]([CH3:24])([CH3:25])[CH2:21][CH:22]=[O:23])[C:12]1[CH:17]=[CH:16][CH:15]=[CH:14][CH:13]=1. The yield is 0.660. (4) The reactants are [Br:1][C:2]1[CH:10]=[C:9]2[C:5]([C:6](=[N:12]O)C(=O)[NH:8]2)=[CH:4][CH:3]=1.N1C(C)=CC=CC=1C.FC(F)(F)S(OS(C(F)(F)F)(=O)=O)(=O)=O.C1CCN2C(=NCCC2)CC1.C([O-])(O)=O.[Na+]. The catalyst is C(Cl)Cl. The product is [NH2:8][C:9]1[CH:10]=[C:2]([Br:1])[CH:3]=[CH:4][C:5]=1[C:6]#[N:12]. The yield is 0.820. (5) The reactants are [C:1]1([CH3:37])[CH:6]=[CH:5][CH:4]=[CH:3][C:2]=1[O:7][C:8]1[CH:13]=[CH:12][CH:11]=[CH:10][C:9]=1[C@:14]([C@@H:22]1[CH2:27][CH2:26][CH2:25][N:24]([C:28]([C@@H:30]2[CH2:34][C@@H:33]([OH:35])[C@H:32](N)[CH2:31]2)=[O:29])[CH2:23]1)([OH:21])[CH2:15][CH2:16][CH2:17][CH2:18][O:19][CH3:20].[CH2:38]=O.[OH-].[K+].[BH3-][C:43]#[N:44].[Na+]. The catalyst is CO. The product is [C:1]1([CH3:37])[CH:6]=[CH:5][CH:4]=[CH:3][C:2]=1[O:7][C:8]1[CH:13]=[CH:12][CH:11]=[CH:10][C:9]=1[C@:14]([C@@H:22]1[CH2:27][CH2:26][CH2:25][N:24]([C:28]([C@@H:30]2[CH2:34][C@@H:33]([OH:35])[C@H:32]([N:44]([CH3:43])[CH3:38])[CH2:31]2)=[O:29])[CH2:23]1)([OH:21])[CH2:15][CH2:16][CH2:17][CH2:18][O:19][CH3:20]. The yield is 0.510. (6) The reactants are [OH:1][C:2]1[C:11]2[C:6](=[CH:7][CH:8]=[CH:9][CH:10]=2)[C@:5]([CH3:17])([CH2:12][CH2:13][CH:14]([CH3:16])[CH3:15])[C:4](=[O:18])[C:3]=1[C:19]1[NH:24][C:23]2[CH:25]=[CH:26][C:27]([NH:29]C(=O)OC(C)(C)C)=[CH:28][C:22]=2[S:21](=[O:38])(=[O:37])[N:20]=1.[ClH:39]. The catalyst is O1CCOCC1. The product is [ClH:39].[NH2:29][C:27]1[CH:26]=[CH:25][C:23]2[NH:24][C:19]([C:3]3[C:4](=[O:18])[C@@:5]([CH3:17])([CH2:12][CH2:13][CH:14]([CH3:16])[CH3:15])[C:6]4[C:11]([C:2]=3[OH:1])=[CH:10][CH:9]=[CH:8][CH:7]=4)=[N:20][S:21](=[O:38])(=[O:37])[C:22]=2[CH:28]=1. The yield is 0.990.